From a dataset of Catalyst prediction with 721,799 reactions and 888 catalyst types from USPTO. Predict which catalyst facilitates the given reaction. (1) Product: [F:18][C:15]1[C:16]2[C:17]3[C:12](=[CH:13][CH:14]=1)[NH:11][C:10](=[O:19])[C:9]=3[C:8]([C:20]1[NH:21][CH:22]=[CH:23][CH:24]=1)=[CH:7][C:6]=2[NH:5][CH2:4][CH2:3][NH:2][C:25](=[O:27])[CH3:26]. Reactant: Cl.[NH2:2][CH2:3][CH2:4][NH:5][C:6]1[CH:7]=[C:8]([C:20]2[NH:21][CH:22]=[CH:23][CH:24]=2)[C:9]2[C:10](=[O:19])[NH:11][C:12]3[C:17]=2[C:16]=1[C:15]([F:18])=[CH:14][CH:13]=3.[C:25](OC(=O)C)(=[O:27])[CH3:26].C(N(CC)CC)C. The catalyst class is: 2. (2) Reactant: [C:1]([O:4][CH2:5][CH:6]1[CH:11]=[CH:10][C@H:9]([NH:12]C(OC(C)(C)C)=O)[CH2:8][O:7]1)(=[O:3])[CH3:2].Cl.O1CCOCC1. Product: [C:1]([O:4][CH2:5][CH:6]1[CH:11]=[CH:10][C@H:9]([NH2:12])[CH2:8][O:7]1)(=[O:3])[CH3:2]. The catalyst class is: 2. (3) Reactant: [CH2:1]([S:3]([Cl:6])(=[O:5])=[O:4])[CH3:2].C(N(CC)CC)C.Cl.Cl.[NH2:16][C:17]1[CH:22]=[CH:21][C:20]([C:23]2[CH:28]=[CH:27][C:26]([NH:29][C:30]([C@@H:32]3[CH:37]4[CH2:38][CH2:39][N:34]([CH2:35][CH2:36]4)[CH2:33]3)=[O:31])=[CH:25][CH:24]=2)=[CH:19][CH:18]=1. Product: [ClH:6].[CH2:1]([S:3]([NH:16][C:17]1[CH:22]=[CH:21][C:20]([C:23]2[CH:24]=[CH:25][C:26]([NH:29][C:30]([C@@H:32]3[CH:37]4[CH2:36][CH2:35][N:34]([CH2:39][CH2:38]4)[CH2:33]3)=[O:31])=[CH:27][CH:28]=2)=[CH:19][CH:18]=1)(=[O:5])=[O:4])[CH3:2]. The catalyst class is: 3. (4) Reactant: F[C:2]1[C:3]([CH3:22])=[N:4][C:5]2[C:10]([N:11]=1)=[C:9]([C:12]1[NH:20][C:19]3[CH2:18][CH2:17][NH:16][C:15](=[O:21])[C:14]=3[CH:13]=1)[CH:8]=[CH:7][CH:6]=2.Cl.[CH3:24][O:25][C:26](=[O:30])[C@@H:27]([CH3:29])[NH2:28].CCN(C(C)C)C(C)C.CO.C(Cl)Cl. Product: [CH3:22][C:3]1[C:2]([NH:28][C@H:27]([CH3:29])[C:26]([O:25][CH3:24])=[O:30])=[N:11][C:10]2[C:5]([N:4]=1)=[CH:6][CH:7]=[CH:8][C:9]=2[C:12]1[NH:20][C:19]2[CH2:18][CH2:17][NH:16][C:15](=[O:21])[C:14]=2[CH:13]=1. The catalyst class is: 16. (5) Reactant: [Br:1][C:2]1[CH:3]=[C:4]([NH:18][C:19]2[CH:20]=[N:21][CH:22]=[CH:23][CH:24]=2)[CH:5]=[C:6]([O:8]CC2C=CC(OC)=CC=2)[CH:7]=1.C1(SC)C=CC=CC=1.FC(F)(F)C(O)=O. Product: [Br:1][C:2]1[CH:7]=[C:6]([OH:8])[CH:5]=[C:4]([NH:18][C:19]2[CH:20]=[N:21][CH:22]=[CH:23][CH:24]=2)[CH:3]=1. The catalyst class is: 6. (6) Reactant: [F:1][CH2:2][C:3]([CH2:9][F:10])([CH3:8])[C:4](OC)=[O:5].[H-].[Na+].[CH3:13][C:14]#[N:15]. Product: [F:1][CH2:2][C:3]([CH2:9][F:10])([CH3:8])[C:4](=[O:5])[CH2:13][C:14]#[N:15]. The catalyst class is: 1. (7) Reactant: [NH2:1][CH2:2][CH:3]1[CH2:8][CH2:7][N:6]([C:9]([O:11][C:12]([CH3:15])([CH3:14])[CH3:13])=[O:10])[CH2:5][CH2:4]1.[Br:16][C:17]1[CH:22]=[C:21](Cl)[C:20]([N+:24]([O-:26])=[O:25])=[CH:19][N:18]=1.C(N(CC)CC)C. Product: [Br:16][C:17]1[CH:22]=[C:21]([NH:1][CH2:2][CH:3]2[CH2:8][CH2:7][N:6]([C:9]([O:11][C:12]([CH3:15])([CH3:14])[CH3:13])=[O:10])[CH2:5][CH2:4]2)[C:20]([N+:24]([O-:26])=[O:25])=[CH:19][N:18]=1. The catalyst class is: 10.